From a dataset of NCI-60 drug combinations with 297,098 pairs across 59 cell lines. Regression. Given two drug SMILES strings and cell line genomic features, predict the synergy score measuring deviation from expected non-interaction effect. Drug 1: CC1=C2C(C(=O)C3(C(CC4C(C3C(C(C2(C)C)(CC1OC(=O)C(C(C5=CC=CC=C5)NC(=O)OC(C)(C)C)O)O)OC(=O)C6=CC=CC=C6)(CO4)OC(=O)C)O)C)O. Drug 2: C1=NNC2=C1C(=O)NC=N2. Cell line: SF-539. Synergy scores: CSS=13.0, Synergy_ZIP=-4.06, Synergy_Bliss=-3.44, Synergy_Loewe=7.58, Synergy_HSA=-3.05.